This data is from Catalyst prediction with 721,799 reactions and 888 catalyst types from USPTO. The task is: Predict which catalyst facilitates the given reaction. (1) Reactant: [CH:1]1([S:4]([C:7]2[CH:12]=[CH:11][C:10]([CH:13]([C:36]3[NH:40][C:39]([C:41]4[CH:46]=[CH:45][CH:44]=[CH:43][N:42]=4)=[CH:38][CH:37]=3)[CH2:14][C@H:15]3[CH2:35][CH2:34][C:17]4(O[C@H](C5C=CC=CC=5)[C@@H](C5C=CC=CC=5)[O:18]4)[CH2:16]3)=[CH:9][CH:8]=2)(=[O:6])=[O:5])[CH2:3][CH2:2]1.Cl. Product: [CH:1]1([S:4]([C:7]2[CH:12]=[CH:11][C:10]([CH:13]([C:36]3[NH:40][C:39]([C:41]4[CH:46]=[CH:45][CH:44]=[CH:43][N:42]=4)=[CH:38][CH:37]=3)[CH2:14][C@H:15]3[CH2:35][CH2:34][C:17](=[O:18])[CH2:16]3)=[CH:9][CH:8]=2)(=[O:5])=[O:6])[CH2:3][CH2:2]1. The catalyst class is: 54. (2) Reactant: [C:1]([OH:10])(=[O:9])[CH:2]([CH:4]([C:6]([OH:8])=[O:7])[OH:5])[OH:3].[Cl:11][C:12]1[CH:17]=[C:16]([Cl:18])[C:15]([F:19])=[CH:14][C:13]=1[C:20]1[O:21][C:22]2[C:27]([C:28](=[O:30])[CH:29]=1)=[C:26]([OH:31])[CH:25]=[C:24]([OH:32])[C:23]=2[C@@H:33]1[CH2:37][CH2:36][N:35]([CH3:38])[C@H:34]1[CH2:39][OH:40]. Product: [C:6]([CH:4]([CH:2]([C:1]([OH:10])=[O:9])[OH:3])[OH:5])([OH:8])=[O:7].[Cl:11][C:12]1[CH:17]=[C:16]([Cl:18])[C:15]([F:19])=[CH:14][C:13]=1[C:20]1[O:21][C:22]2[C:27]([C:28](=[O:30])[CH:29]=1)=[C:26]([OH:31])[CH:25]=[C:24]([OH:32])[C:23]=2[C@@H:33]1[CH2:37][CH2:36][N:35]([CH3:38])[C@H:34]1[CH2:39][OH:40]. The catalyst class is: 5. (3) Reactant: F[P-](F)(F)(F)(F)F.N1(O[P+](N(C)C)(N(C)C)N(C)C)C2C=CC=CC=2N=N1.[O:28]=[C:29]1[NH:37][C:32]2=[N:33][CH:34]=[CH:35][CH:36]=[C:31]2[C@@:30]21[CH2:48][C:40]1=[N:41][CH:42]=[C:43]([C:45]([OH:47])=O)[CH:44]=[C:39]1[CH2:38]2.Cl.[NH2:50][C@H:51]1[CH2:56][C@@H:55]([C:57]2[CH:62]=[CH:61][CH:60]=[CH:59][CH:58]=2)[C@@H:54]([CH3:63])[N:53]([CH2:64][C:65]([F:68])([F:67])[F:66])[C:52]1=[O:69].C(N(CC)C(C)C)(C)C. Product: [CH3:63][C@H:54]1[N:53]([CH2:64][C:65]([F:68])([F:66])[F:67])[C:52](=[O:69])[C@@H:51]([NH:50][C:45]([C:43]2[CH:44]=[C:39]3[CH2:38][C@@:30]4([C:31]5[C:32](=[N:33][CH:34]=[CH:35][CH:36]=5)[NH:37][C:29]4=[O:28])[CH2:48][C:40]3=[N:41][CH:42]=2)=[O:47])[CH2:56][C@H:55]1[C:57]1[CH:62]=[CH:61][CH:60]=[CH:59][CH:58]=1. The catalyst class is: 3. (4) Reactant: C[O:2][C:3](=[O:27])[C:4]1[C:5](=[C:10]([O:14][CH:15]([C:17]2[CH:26]=[CH:25][C:24]3[C:19](=[CH:20][CH:21]=[CH:22][CH:23]=3)[CH:18]=2)[CH3:16])[CH:11]=[CH:12][CH:13]=1)[C:6]([O:8]C)=[O:7].[OH-].[Na+]. Product: [CH:18]1[C:19]2[C:24](=[CH:23][CH:22]=[CH:21][CH:20]=2)[CH:25]=[CH:26][C:17]=1[CH:15]([O:14][C:10]1[CH:11]=[CH:12][CH:13]=[C:4]([C:3]([OH:27])=[O:2])[C:5]=1[C:6]([OH:8])=[O:7])[CH3:16]. The catalyst class is: 8.